Dataset: Forward reaction prediction with 1.9M reactions from USPTO patents (1976-2016). Task: Predict the product of the given reaction. Given the reactants Br[C:2]1[CH:3]=[C:4]([SH:8])[CH:5]=[CH:6][CH:7]=1.[H-].[Na+].C([Li])CCC.[CH3:16][CH2:17][C:18](=[O:21])[CH2:19][CH3:20].Cl, predict the reaction product. The product is: [SH:8][C:4]1[CH:3]=[C:2]([C:18]([OH:21])([CH2:19][CH3:20])[CH2:17][CH3:16])[CH:7]=[CH:6][CH:5]=1.